From a dataset of Forward reaction prediction with 1.9M reactions from USPTO patents (1976-2016). Predict the product of the given reaction. (1) Given the reactants [CH2:1]([N:8]1[CH:12]=[C:11]([NH:13]C(=O)OCC[Si](C)(C)C)[C:10]([C:23]2[CH:28]=[CH:27][CH:26]=[CH:25][CH:24]=2)=[N:9]1)[C:2]1[CH:7]=[CH:6][CH:5]=[CH:4][CH:3]=1.O.[F-].C([N+](CCCC)(CCCC)CCCC)CCC.C1COCC1, predict the reaction product. The product is: [CH2:1]([N:8]1[CH:12]=[C:11]([NH2:13])[C:10]([C:23]2[CH:28]=[CH:27][CH:26]=[CH:25][CH:24]=2)=[N:9]1)[C:2]1[CH:3]=[CH:4][CH:5]=[CH:6][CH:7]=1. (2) Given the reactants [CH3:1][NH:2][CH2:3][C:4]1[CH:9]=[CH:8][C:7]([C:10]2[CH:15]=[CH:14][CH:13]=[CH:12][C:11]=2[C:16]([F:19])([F:18])[F:17])=[CH:6][CH:5]=1.[F:20][C:21]1[CH:31]=[C:30]([N+:32]([O-:34])=[O:33])[CH:29]=[CH:28][C:22]=1[O:23][CH2:24][CH:25]1[CH2:27][O:26]1, predict the reaction product. The product is: [F:20][C:21]1[CH:31]=[C:30]([N+:32]([O-:34])=[O:33])[CH:29]=[CH:28][C:22]=1[O:23][CH2:24][CH:25]([OH:26])[CH2:27][N:2]([CH3:1])[CH2:3][C:4]1[CH:5]=[CH:6][C:7]([C:10]2[CH:15]=[CH:14][CH:13]=[CH:12][C:11]=2[C:16]([F:17])([F:18])[F:19])=[CH:8][CH:9]=1. (3) Given the reactants [F:1][C:2]1[N:7]=[CH:6][C:5]([NH:8][CH2:9][CH2:10][O:11]C2CCCCO2)=[C:4]([I:18])[CH:3]=1.C1(C)C=CC(S([O-])(=O)=O)=CC=1.[NH+]1C=CC=CC=1, predict the reaction product. The product is: [F:1][C:2]1[N:7]=[CH:6][C:5]([NH:8][CH2:9][CH2:10][OH:11])=[C:4]([I:18])[CH:3]=1. (4) Given the reactants C(OC([NH:11][CH2:12][CH2:13][CH2:14][C@@H:15]([NH:24][C:25](=[O:53])[CH2:26][C@H:27]([O:39][C:40](=[O:52])[CH2:41][CH2:42][CH2:43][CH2:44][CH2:45][CH2:46][CH2:47][CH2:48][CH2:49][CH2:50][CH3:51])[CH2:28][CH2:29][CH2:30][CH2:31][CH2:32][CH2:33][CH2:34][CH2:35][CH2:36][CH2:37][CH3:38])[CH2:16][O:17][CH:18]1[CH2:23][CH2:22][CH2:21][CH2:20][O:19]1)=O)C1C=CC=CC=1.C(N(CC)CC)C.[H][H], predict the reaction product. The product is: [NH2:11][CH2:12][CH2:13][CH2:14][C@@H:15]([NH:24][C:25](=[O:53])[CH2:26][C@H:27]([O:39][C:40](=[O:52])[CH2:41][CH2:42][CH2:43][CH2:44][CH2:45][CH2:46][CH2:47][CH2:48][CH2:49][CH2:50][CH3:51])[CH2:28][CH2:29][CH2:30][CH2:31][CH2:32][CH2:33][CH2:34][CH2:35][CH2:36][CH2:37][CH3:38])[CH2:16][O:17][CH:18]1[CH2:23][CH2:22][CH2:21][CH2:20][O:19]1. (5) The product is: [CH2:1]([O:8][C:9]([N:11]1[CH2:15][CH2:14][CH:13]([CH2:16][NH:17][C:19]2[N:24]=[CH:23][CH:22]=[CH:21][N:20]=2)[CH2:12]1)=[O:10])[C:2]1[CH:7]=[CH:6][CH:5]=[CH:4][CH:3]=1. Given the reactants [CH2:1]([O:8][C:9]([N:11]1[CH2:15][CH2:14][CH:13]([CH2:16][NH2:17])[CH2:12]1)=[O:10])[C:2]1[CH:7]=[CH:6][CH:5]=[CH:4][CH:3]=1.Br[C:19]1[N:24]=[CH:23][CH:22]=[CH:21][N:20]=1.C(N(CC)C(C)C)(C)C, predict the reaction product. (6) Given the reactants C1C(=O)N([Br:8])C(=O)C1.[S:9]1[CH:13]=[CH:12][N:11]=[C:10]1[NH:14][C:15](=[O:21])[O:16][C:17]([CH3:20])([CH3:19])[CH3:18], predict the reaction product. The product is: [Br:8][C:13]1[S:9][C:10]([NH:14][C:15](=[O:21])[O:16][C:17]([CH3:18])([CH3:20])[CH3:19])=[N:11][CH:12]=1. (7) Given the reactants N[C:2]1[N:7]=[C:6]([S:8][CH2:9][C:10]2[CH:11]=[C:12]([C:16]([NH:18][CH3:19])=[O:17])[CH:13]=[CH:14][CH:15]=2)[C:5]([C:20]#[N:21])=[C:4]([C:22]2[CH:27]=[CH:26][C:25]([O:28][CH2:29][CH2:30][OH:31])=[CH:24][CH:23]=2)[C:3]=1[C:32]#[N:33].[ClH:34].N([O-])=O.[Na+], predict the reaction product. The product is: [Cl:34][C:2]1[N:7]=[C:6]([S:8][CH2:9][C:10]2[CH:11]=[C:12]([C:16]([NH:18][CH3:19])=[O:17])[CH:13]=[CH:14][CH:15]=2)[C:5]([C:20]#[N:21])=[C:4]([C:22]2[CH:23]=[CH:24][C:25]([O:28][CH2:29][CH2:30][OH:31])=[CH:26][CH:27]=2)[C:3]=1[C:32]#[N:33]. (8) Given the reactants [F:1][C:2]1[CH:7]=[CH:6][C:5]([CH2:8][CH2:9][C:10](O)=[O:11])=[C:4]([CH2:13][CH:14]2[CH:19]([C:20]3[O:21][CH:22]=[C:23]([C:25](=[O:36])[NH:26][CH2:27][CH2:28][CH2:29][CH2:30][CH2:31][CH2:32][CH2:33][CH2:34][CH3:35])[N:24]=3)[CH:18]3[O:37][CH:15]2[CH2:16][CH2:17]3)[CH:3]=1.[F:38][C:39]([F:45])([F:44])[S:40]([NH2:43])(=[O:42])=[O:41], predict the reaction product. The product is: [CH2:27]([NH:26][C:25]([C:23]1[N:24]=[C:20]([CH:19]2[CH:14]([CH2:13][C:4]3[CH:3]=[C:2]([F:1])[CH:7]=[CH:6][C:5]=3[CH2:8][CH2:9][C:10](=[O:11])[NH:43][S:40]([C:39]([F:45])([F:44])[F:38])(=[O:42])=[O:41])[CH:15]3[O:37][CH:18]2[CH2:17][CH2:16]3)[O:21][CH:22]=1)=[O:36])[CH2:28][CH2:29][CH2:30][CH2:31][CH2:32][CH2:33][CH2:34][CH3:35]. (9) Given the reactants Cl[C:2]1[C:3](=[O:15])[N:4]([CH:9]2[CH2:14][CH2:13][CH2:12][CH2:11][O:10]2)[N:5]=[CH:6][C:7]=1[OH:8].C(N(CC)CC)C, predict the reaction product. The product is: [OH:8][C:7]1[CH:6]=[N:5][N:4]([CH:9]2[CH2:14][CH2:13][CH2:12][CH2:11][O:10]2)[C:3](=[O:15])[CH:2]=1. (10) Given the reactants F[C:2]1[CH:9]=[CH:8][C:7]([N+:10]([O-:12])=[O:11])=[CH:6][C:3]=1[C:4]#[N:5].[O:13]1[CH2:16][CH:15]([N:17]2[CH2:22][CH2:21][NH:20][CH2:19][CH2:18]2)[CH2:14]1.C([O-])([O-])=O.[K+].[K+], predict the reaction product. The product is: [N+:10]([C:7]1[CH:8]=[CH:9][C:2]([N:20]2[CH2:21][CH2:22][N:17]([CH:15]3[CH2:16][O:13][CH2:14]3)[CH2:18][CH2:19]2)=[C:3]([CH:6]=1)[C:4]#[N:5])([O-:12])=[O:11].